This data is from NCI-60 drug combinations with 297,098 pairs across 59 cell lines. The task is: Regression. Given two drug SMILES strings and cell line genomic features, predict the synergy score measuring deviation from expected non-interaction effect. Drug 1: CS(=O)(=O)OCCCCOS(=O)(=O)C. Drug 2: C1C(C(OC1N2C=NC(=NC2=O)N)CO)O. Cell line: CCRF-CEM. Synergy scores: CSS=52.6, Synergy_ZIP=4.97, Synergy_Bliss=3.81, Synergy_Loewe=6.04, Synergy_HSA=10.9.